From a dataset of Forward reaction prediction with 1.9M reactions from USPTO patents (1976-2016). Predict the product of the given reaction. Given the reactants ClC(OCC(C)C)=O.[C:9]([C:11]1[CH:16]=[CH:15][C:14]([C@H:17]2[C@:21]3([N:25]([CH3:26])[C:24](=[O:27])[N:23]([C:28]4[CH:33]=[C:32]([Cl:34])[CH:31]=[C:30]([Cl:35])[CH:29]=4)[C:22]3=[O:36])[CH2:20][N:19]([CH2:37][C:38](O)=[O:39])[CH2:18]2)=[CH:13][CH:12]=1)#[N:10].C[N:42]1CCOCC1.N, predict the reaction product. The product is: [C:9]([C:11]1[CH:12]=[CH:13][C:14]([C@H:17]2[C@:21]3([N:25]([CH3:26])[C:24](=[O:27])[N:23]([C:28]4[CH:33]=[C:32]([Cl:34])[CH:31]=[C:30]([Cl:35])[CH:29]=4)[C:22]3=[O:36])[CH2:20][N:19]([CH2:37][C:38]([NH2:42])=[O:39])[CH2:18]2)=[CH:15][CH:16]=1)#[N:10].